From a dataset of Forward reaction prediction with 1.9M reactions from USPTO patents (1976-2016). Predict the product of the given reaction. The product is: [CH3:1][N:2]1[C:10]2[C:5](=[CH:6][C:7]([C:11]3[N:16]4[N:17]=[C:18]([NH:20][C:22]5[CH:23]=[C:24]([S:28]([NH2:31])(=[O:30])=[O:29])[CH:25]=[CH:26][CH:27]=5)[N:19]=[C:15]4[CH:14]=[N:13][CH:12]=3)=[CH:8][CH:9]=2)[CH:4]=[N:3]1. Given the reactants [CH3:1][N:2]1[C:10]2[C:5](=[CH:6][C:7]([C:11]3[N:16]4[N:17]=[C:18]([NH2:20])[N:19]=[C:15]4[CH:14]=[N:13][CH:12]=3)=[CH:8][CH:9]=2)[CH:4]=[N:3]1.Cl[C:22]1[CH:23]=[C:24]([S:28]([NH2:31])(=[O:30])=[O:29])[CH:25]=[CH:26][CH:27]=1.C1(P(C2CCCCC2)C2C=CC=CC=2C2C=CC=CC=2N(C)C)CCCCC1, predict the reaction product.